From a dataset of Forward reaction prediction with 1.9M reactions from USPTO patents (1976-2016). Predict the product of the given reaction. (1) The product is: [ClH:28].[CH3:8][C@H:6]1[O:7][C@@H:2]([CH3:1])[CH2:3][N:4]([C:9]2[N:14]=[C:13]([C:15]3[CH:19]=[CH:18][O:17][C:16]=3[CH3:20])[C:12]([C:21]3[CH:26]=[CH:25][N:24]=[C:23]([CH3:27])[CH:22]=3)=[CH:11][N:10]=2)[CH2:5]1. Given the reactants [CH3:1][C@H:2]1[O:7][C@@H:6]([CH3:8])[CH2:5][N:4]([C:9]2[N:14]=[C:13]([C:15]3[CH:19]=[CH:18][O:17][C:16]=3[CH3:20])[C:12]([C:21]3[CH:26]=[CH:25][N:24]=[C:23]([CH3:27])[CH:22]=3)=[CH:11][N:10]=2)[CH2:3]1.[ClH:28], predict the reaction product. (2) Given the reactants [N+:1]([C:4]1[CH:10]=[CH:9][CH:8]=[CH:7][C:5]=1[NH2:6])([O-:3])=[O:2].[F:11][C:12]([F:32])([F:31])[C:13]([C:15]1[CH:16]=[C:17]2[C:21](=[CH:22][CH:23]=1)[N:20]([C:24]1[CH:29]=[CH:28][C:27]([F:30])=[CH:26][CH:25]=1)[N:19]=[CH:18]2)=O.C(N(CC)CC)C.[BH4-].[Na+], predict the reaction product. The product is: [N+:1]([C:4]1[CH:10]=[CH:9][CH:8]=[CH:7][C:5]=1[NH:6][CH:13]([C:15]1[CH:16]=[C:17]2[C:21](=[CH:22][CH:23]=1)[N:20]([C:24]1[CH:25]=[CH:26][C:27]([F:30])=[CH:28][CH:29]=1)[N:19]=[CH:18]2)[C:12]([F:31])([F:11])[F:32])([O-:3])=[O:2]. (3) Given the reactants Br[C:2]1[CH:7]=[CH:6][N:5]=[C:4]([NH:8][CH2:9][CH:10]([OH:22])[CH2:11][N:12]2[CH2:21][CH2:20][C:19]3[C:14](=[CH:15][CH:16]=[CH:17][CH:18]=3)[CH2:13]2)[CH:3]=1.[CH3:23][N:24]1[C:28]2[CH:29]=[C:30](B3OC(C)(C)C(C)(C)O3)[CH:31]=[CH:32][C:27]=2[N:26]=[CH:25]1.C([O-])([O-])=O.[Na+].[Na+].O, predict the reaction product. The product is: [CH2:13]1[C:14]2[C:19](=[CH:18][CH:17]=[CH:16][CH:15]=2)[CH2:20][CH2:21][N:12]1[CH2:11][CH:10]([OH:22])[CH2:9][NH:8][C:4]1[CH:3]=[C:2]([C:30]2[CH:31]=[CH:32][C:27]3[N:26]=[CH:25][N:24]([CH3:23])[C:28]=3[CH:29]=2)[CH:7]=[CH:6][N:5]=1.